This data is from Reaction yield outcomes from USPTO patents with 853,638 reactions. The task is: Predict the reaction yield, written as a fraction of the theoretical maximum amount of product (1.0 means a 100% yield; for example, 0.34 means a 34% yield). (1) The reactants are C([O:9][C:10]1[C:11]([CH3:17])=[N:12][N:13]([CH3:16])[C:14]=1[CH3:15])(=O)C1C=CC=CC=1.[OH-].[Na+]. The catalyst is C(O)C. The product is [CH3:16][N:13]1[C:14]([CH3:15])=[C:10]([OH:9])[C:11]([CH3:17])=[N:12]1. The yield is 0.780. (2) The reactants are [Br:1][C:2]1[CH:7]=[CH:6][C:5]([CH2:8][C:9]([OH:11])=O)=[C:4]([F:12])[CH:3]=1.[CH2:13]([C@H:20]1[CH2:24][O:23][C:22](=[O:25])[NH:21]1)[C:14]1[CH:19]=[CH:18][CH:17]=[CH:16][CH:15]=1. No catalyst specified. The product is [CH2:13]([C@@H:20]1[CH2:24][O:23][C:22](=[O:25])[N:21]1[C:9](=[O:11])[CH2:8][C:5]1[CH:6]=[CH:7][C:2]([Br:1])=[CH:3][C:4]=1[F:12])[C:14]1[CH:15]=[CH:16][CH:17]=[CH:18][CH:19]=1. The yield is 0.360. (3) The reactants are [NH2:1][C@@H:2]1[CH2:6][CH2:5][C@H:4]([O:7][Si](C(C)(C)C)(C2C=CC=CC=2)C2C=CC=CC=2)[C@@:3]1([CH3:26])[OH:25].[Cl:27][C:28]1[C:35]([CH3:36])=[C:34](F)[CH:33]=[CH:32][C:29]=1[C:30]#[N:31].[F-].C([N+](CCCC)(CCCC)CCCC)CCC.O. The catalyst is C1COCC1. The product is [Cl:27][C:28]1[C:35]([CH3:36])=[C:34]([NH:1][C@@H:2]2[CH2:6][CH2:5][C@H:4]([OH:7])[C@:3]2([OH:25])[CH3:26])[CH:33]=[CH:32][C:29]=1[C:30]#[N:31]. The yield is 0.0600. (4) The reactants are Cl[C:2]1[N:3]=[C:4]([NH:20][CH2:21][CH:22]=[CH2:23])[C:5]2[N:6]=[C:7]([NH:16][CH2:17][CH:18]=[CH2:19])[N:8]=[C:9]([NH:12][CH2:13][CH:14]=[CH2:15])[C:10]=2[N:11]=1.[F:24][C:25]1[CH:37]=[CH:36][C:28]([CH2:29][N:30]2[CH2:35][CH2:34][NH:33][CH2:32][CH2:31]2)=[CH:27][CH:26]=1.C([O-])(O)=O.[Na+]. The catalyst is C(O)CCC. The product is [CH2:17]([NH:16][C:7]1[N:8]=[C:9]([NH:12][CH2:13][CH:14]=[CH2:15])[C:10]2[N:11]=[C:2]([N:33]3[CH2:32][CH2:31][N:30]([CH2:29][C:28]4[CH:36]=[CH:37][C:25]([F:24])=[CH:26][CH:27]=4)[CH2:35][CH2:34]3)[N:3]=[C:4]([NH:20][CH2:21][CH:22]=[CH2:23])[C:5]=2[N:6]=1)[CH:18]=[CH2:19]. The yield is 0.810. (5) The reactants are [NH2:1][C@@H:2]([C@@H:37]([C:46]1[CH:51]=[CH:50][C:49]([Cl:52])=[CH:48][CH:47]=1)[C:38]1[CH:39]=[N:40][C:41]([O:44][CH3:45])=[CH:42][CH:43]=1)[C:3]([NH:5][C:6]1[CH:35]=[CH:34][CH:33]=[C:32]([F:36])[C:7]=1[CH2:8][CH2:9][C@@H:10]1[N:15]([S:16]([C:19]2[CH:24]=[CH:23][CH:22]=[CH:21][CH:20]=2)(=[O:18])=[O:17])[CH2:14][CH2:13][N:12](C(OC(C)(C)C)=O)[CH2:11]1)=[O:4].[C:53](O)(C(F)(F)F)=O. The catalyst is C(Cl)Cl. The product is [Cl:52][C:49]1[CH:48]=[CH:47][C:46]([C@@H:37]([C:38]2[CH:39]=[N:40][C:41]([O:44][CH3:45])=[CH:42][CH:43]=2)[C@@H:2]([C:3]([NH:5][C:6]2[CH:35]=[CH:34][CH:33]=[C:32]([F:36])[C:7]=2[CH2:8][CH2:9][C@H:10]2[CH2:11][NH:12][CH2:13][C@@H:14]([CH3:53])[N:15]2[S:16]([C:19]2[CH:24]=[CH:23][CH:22]=[CH:21][CH:20]=2)(=[O:18])=[O:17])=[O:4])[NH2:1])=[CH:51][CH:50]=1. The yield is 0.560. (6) The reactants are [H-].C([Al+]CC(C)C)C(C)C.C[O:12][C:13]([C:15]1([OH:38])[CH2:20][C@@H:19]([O:21][Si:22]([C:25]([CH3:28])([CH3:27])[CH3:26])([CH3:24])[CH3:23])[C:18](=[CH2:29])[C@H:17]([O:30][Si:31]([C:34]([CH3:37])([CH3:36])[CH3:35])([CH3:33])[CH3:32])[CH2:16]1)=O. The catalyst is CCOCC. The product is [Si:22]([O:21][C@H:19]1[C:18](=[CH2:29])[C@H:17]([O:30][Si:31]([C:34]([CH3:37])([CH3:36])[CH3:35])([CH3:33])[CH3:32])[CH2:16][C:15]([CH2:13][OH:12])([OH:38])[CH2:20]1)([C:25]([CH3:27])([CH3:28])[CH3:26])([CH3:24])[CH3:23]. The yield is 0.240.